Task: Regression. Given two drug SMILES strings and cell line genomic features, predict the synergy score measuring deviation from expected non-interaction effect.. Dataset: NCI-60 drug combinations with 297,098 pairs across 59 cell lines (1) Drug 1: C1=CN(C(=O)N=C1N)C2C(C(C(O2)CO)O)O.Cl. Drug 2: CC1=C2C(C(=O)C3(C(CC4C(C3C(C(C2(C)C)(CC1OC(=O)C(C(C5=CC=CC=C5)NC(=O)OC(C)(C)C)O)O)OC(=O)C6=CC=CC=C6)(CO4)OC(=O)C)O)C)O. Cell line: M14. Synergy scores: CSS=28.9, Synergy_ZIP=-2.28, Synergy_Bliss=-0.825, Synergy_Loewe=-7.85, Synergy_HSA=-3.45. (2) Cell line: ACHN. Synergy scores: CSS=53.9, Synergy_ZIP=-1.33, Synergy_Bliss=-2.45, Synergy_Loewe=-8.06, Synergy_HSA=3.32. Drug 2: COCCOC1=C(C=C2C(=C1)C(=NC=N2)NC3=CC=CC(=C3)C#C)OCCOC.Cl. Drug 1: C1=CC(=C2C(=C1NCCNCCO)C(=O)C3=C(C=CC(=C3C2=O)O)O)NCCNCCO.